From a dataset of Forward reaction prediction with 1.9M reactions from USPTO patents (1976-2016). Predict the product of the given reaction. (1) Given the reactants Cl[CH2:2][C:3]1[C:4]([S:9][CH:10]([CH3:12])[CH3:11])=[N:5][CH:6]=[CH:7][CH:8]=1.C([O:15][C:16](=[O:28])[CH2:17][CH2:18][C:19]1[CH:24]=[CH:23][C:22]([OH:25])=[C:21]([O:26][CH3:27])[CH:20]=1)C, predict the reaction product. The product is: [CH:10]([S:9][C:4]1[C:3]([CH2:2][O:25][C:22]2[CH:23]=[CH:24][C:19]([CH2:18][CH2:17][C:16]([OH:28])=[O:15])=[CH:20][C:21]=2[O:26][CH3:27])=[CH:8][CH:7]=[CH:6][N:5]=1)([CH3:12])[CH3:11]. (2) Given the reactants FC(F)(F)C([NH:5][C@H:6]1[CH2:15][CH2:14][C:13]2[C:8](=[C:9]([O:30][CH3:31])[CH:10]=[CH:11][C:12]=2[S:16]([NH:19][C:20]2[CH:25]=[CH:24][CH:23]=[C:22]([C:26]([F:29])([F:28])[F:27])[CH:21]=2)(=[O:18])=[O:17])[CH2:7]1)=O.[OH-].[Na+].Cl, predict the reaction product. The product is: [NH2:5][C@H:6]1[CH2:15][CH2:14][C:13]2[C:12]([S:16]([NH:19][C:20]3[CH:25]=[CH:24][CH:23]=[C:22]([C:26]([F:27])([F:28])[F:29])[CH:21]=3)(=[O:17])=[O:18])=[CH:11][CH:10]=[C:9]([O:30][CH3:31])[C:8]=2[CH2:7]1. (3) Given the reactants [F:1][C:2]([F:31])([F:30])[C:3]1[CH:4]=[C:5]([C@H:13]2[O:17][C:16](=[O:18])[N:15]([CH2:19][C:20]3[C:25](Br)=[CH:24][N:23]=[C:22]([S:27][CH3:28])[N:21]=3)[C@H:14]2[CH3:29])[CH:6]=[C:7]([C:9]([F:12])([F:11])[F:10])[CH:8]=1.[B:32]1([B:32]2[O:36][C:35]([CH3:38])([CH3:37])[C:34]([CH3:40])([CH3:39])[O:33]2)[O:36][C:35]([CH3:38])([CH3:37])[C:34]([CH3:40])([CH3:39])[O:33]1.C([O-])(=O)C.[K+], predict the reaction product. The product is: [F:1][C:2]([F:31])([F:30])[C:3]1[CH:4]=[C:5]([C@H:13]2[O:17][C:16](=[O:18])[N:15]([CH2:19][C:20]3[C:25]([B:32]4[O:36][C:35]([CH3:38])([CH3:37])[C:34]([CH3:40])([CH3:39])[O:33]4)=[CH:24][N:23]=[C:22]([S:27][CH3:28])[N:21]=3)[C@H:14]2[CH3:29])[CH:6]=[C:7]([C:9]([F:12])([F:11])[F:10])[CH:8]=1.[OH:33][C:34]([C:35]([OH:36])([CH3:38])[CH3:37])([CH3:40])[CH3:39]. (4) The product is: [N:21]12[CH2:29][CH2:28][CH:25]([CH2:26][CH2:27]1)[N:24]([C:2]1[CH:11]=[C:10]3[C:5]([CH:6]=[C:7]([C:14]4[CH:19]=[CH:18][CH:17]=[C:16]([Cl:20])[CH:15]=4)[N:8]([CH3:13])[C:9]3=[O:12])=[CH:4][CH:3]=1)[CH2:23][CH2:22]2. Given the reactants Br[C:2]1[CH:11]=[C:10]2[C:5]([CH:6]=[C:7]([C:14]3[CH:19]=[CH:18][CH:17]=[C:16]([Cl:20])[CH:15]=3)[N:8]([CH3:13])[C:9]2=[O:12])=[CH:4][CH:3]=1.[N:21]12[CH2:29][CH2:28][CH:25]([CH2:26][CH2:27]1)[NH:24][CH2:23][CH2:22]2.CC(C)([O-])C.[Na+].C1C=CC(P(C2C=CC3C(=CC=CC=3)C=2C2C3C(=CC=CC=3)C=CC=2P(C2C=CC=CC=2)C2C=CC=CC=2)C2C=CC=CC=2)=CC=1, predict the reaction product.